This data is from Peptide-MHC class II binding affinity with 134,281 pairs from IEDB. The task is: Regression. Given a peptide amino acid sequence and an MHC pseudo amino acid sequence, predict their binding affinity value. This is MHC class II binding data. (1) The peptide sequence is AASGAATVAAGGYKV. The MHC is HLA-DQA10401-DQB10402 with pseudo-sequence HLA-DQA10401-DQB10402. The binding affinity (normalized) is 0.306. (2) The peptide sequence is DKKETVWHLE. The MHC is HLA-DPA10301-DPB10402 with pseudo-sequence HLA-DPA10301-DPB10402. The binding affinity (normalized) is 0.240.